From a dataset of hERG Central: cardiac toxicity at 1µM, 10µM, and general inhibition. Predict hERG channel inhibition at various concentrations. (1) The compound is CCn1cc(C(=O)NCCCN2CCCCCC2)c(=O)c2cc(S(=O)(=O)N3CCc4ccccc4C3)ccc21. Results: hERG_inhib (hERG inhibition (general)): blocker. (2) The drug is COc1cc(NC(=O)CN2C3CCC2CC(O)(c2cccnc2)C3)cc(OC)c1. Results: hERG_inhib (hERG inhibition (general)): blocker. (3) The molecule is CCCC(=O)N1CCN(c2nc3ccc(Cl)cc3s2)CC1. Results: hERG_inhib (hERG inhibition (general)): blocker. (4) The molecule is CCN(CC)CCSc1nnc2c3ccccc3n(Cc3ccccc3)c2n1. Results: hERG_inhib (hERG inhibition (general)): blocker. (5) The compound is CCOC(=O)CSc1ncc(-c2ccc([N+](=O)[O-])cc2)[nH]1. Results: hERG_inhib (hERG inhibition (general)): blocker. (6) The drug is Cc1ccc(Cn2c(=N)n(CC(O)COc3ccccc3)c3ccccc32)cc1.Cl. Results: hERG_inhib (hERG inhibition (general)): blocker. (7) The compound is Cl.O=C1CSC(c2ccc([N+](=O)[O-])cc2)N1CCN1CCCCC1. Results: hERG_inhib (hERG inhibition (general)): blocker. (8) The molecule is Cc1ccc(C[n+]2c(-c3ccc(C)cc3)cc(-c3ccc(C)cc3)cc2-c2ccc(C)cc2)cc1.[O-][Cl+3]([O-])([O-])[O-]. Results: hERG_inhib (hERG inhibition (general)): blocker. (9) The drug is CCn1c(SCC(=O)N/N=C/C(C)=C/c2ccco2)nnc1-c1ccccc1. Results: hERG_inhib (hERG inhibition (general)): blocker. (10) The molecule is COc1ccc(Nc2nnc(Cc3ccncc3)c3ccccc23)c(OC)c1. Results: hERG_inhib (hERG inhibition (general)): blocker.